This data is from Forward reaction prediction with 1.9M reactions from USPTO patents (1976-2016). The task is: Predict the product of the given reaction. (1) The product is: [N+:1]([C:4]1[C:5]2[NH:11][CH:12]([C:13]3[CH:18]=[CH:17][CH:16]=[CH:15][CH:14]=3)[NH:10][C:6]=2[CH:7]=[CH:8][CH:9]=1)([O-:3])=[O:2]. Given the reactants [N+:1]([C:4]1[CH:9]=[CH:8][CH:7]=[C:6]([NH2:10])[C:5]=1[NH2:11])([O-:3])=[O:2].[CH:12](=O)[C:13]1[CH:18]=[CH:17][CH:16]=[CH:15][CH:14]=1, predict the reaction product. (2) Given the reactants [C:1]([C:5]1[CH:17]=[CH:16][C:15]2[C:14]3[C:9](=[CH:10][C:11]([C:18]([CH3:21])([CH3:20])[CH3:19])=[CH:12][CH:13]=3)[CH2:8][C:7]=2[CH:6]=1)([CH3:4])([CH3:3])[CH3:2].C([Li])CCC.[C:27]1([CH3:46])[CH:32]=[CH:31][C:30]([C:33]([C:39]2[CH:44]=[CH:43][C:42]([CH3:45])=[CH:41][CH:40]=2)=[C:34]2[CH:38]=[CH:37][CH:36]=[CH:35]2)=[CH:29][CH:28]=1.[Cl-].[NH4+], predict the reaction product. The product is: [C:1]([C:5]1[CH:17]=[CH:16][C:15]2[C:14]3[C:9](=[CH:10][C:11]([C:18]([CH3:21])([CH3:20])[CH3:19])=[CH:12][CH:13]=3)[CH2:8][C:7]=2[C:6]=1[C:33]([CH:34]1[CH:35]=[CH:36][CH:37]=[CH:38]1)([C:30]1[CH:29]=[CH:28][C:27]([CH3:46])=[CH:32][CH:31]=1)[C:39]1[CH:40]=[CH:41][C:42]([CH3:45])=[CH:43][CH:44]=1)([CH3:4])([CH3:3])[CH3:2].